This data is from Forward reaction prediction with 1.9M reactions from USPTO patents (1976-2016). The task is: Predict the product of the given reaction. (1) The product is: [C:24]([C:25]1[CH:26]=[C:27]([C:31]2[CH:36]=[CH:35][CH:34]=[CH:33][N:32]=2)[CH:28]=[CH:29][CH:30]=1)#[CH:23]. Given the reactants [OH-].C([N+](CCCC)(CCCC)CCCC)CCC.C[Si]([C:23]#[C:24][C:25]1[CH:26]=[C:27]([C:31]2[CH:36]=[CH:35][CH:34]=[CH:33][N:32]=2)[CH:28]=[CH:29][CH:30]=1)(C)C.ClCCl.O, predict the reaction product. (2) Given the reactants C([O:3][C:4](=[O:38])[CH2:5][N:6]([CH2:13][C:14]1[CH:19]=[CH:18][CH:17]=[C:16]([CH2:20][O:21][C:22]2[CH:27]=[CH:26][C:25]([C:28]3[CH:33]=[C:32]([F:34])[C:31]([F:35])=[CH:30][C:29]=3[O:36][CH3:37])=[CH:24][CH:23]=2)[CH:15]=1)[C:7](=[O:12])[C:8]([CH3:11])([CH3:10])[CH3:9])C.[OH-].[Li+].C1COCC1, predict the reaction product. The product is: [F:35][C:31]1[C:32]([F:34])=[CH:33][C:28]([C:25]2[CH:26]=[CH:27][C:22]([O:21][CH2:20][C:16]3[CH:15]=[C:14]([CH:19]=[CH:18][CH:17]=3)[CH2:13][N:6]([CH2:5][C:4]([OH:38])=[O:3])[C:7](=[O:12])[C:8]([CH3:9])([CH3:11])[CH3:10])=[CH:23][CH:24]=2)=[C:29]([O:36][CH3:37])[CH:30]=1. (3) Given the reactants [N+:1]([C:4]1[CH:22]=[CH:21][C:7]([CH2:8][NH:9][C:10]([C:12]2[C:13]3[S:20][CH:19]=[CH:18][C:14]=3[N:15]=[CH:16][N:17]=2)=[O:11])=[CH:6][CH:5]=1)([O-])=O, predict the reaction product. The product is: [NH2:1][C:4]1[CH:5]=[CH:6][C:7]([CH2:8][NH:9][C:10]([C:12]2[C:13]3[S:20][CH:19]=[CH:18][C:14]=3[N:15]=[CH:16][N:17]=2)=[O:11])=[CH:21][CH:22]=1. (4) Given the reactants [C:1]1([C:7]#[C:8][C:9]([OH:11])=O)[CH:6]=[CH:5][CH:4]=[CH:3][CH:2]=1.C(Cl)(=O)OCC(C)C.CN1CCOCC1.[NH2:27][C:28]1[CH:29]=[C:30]([CH:47]=[CH:48][CH:49]=1)[O:31][C:32]1[CH:33]=[CH:34][C:35]2[N:36]([CH:38]=[C:39]([NH:41][C:42]([CH:44]3[CH2:46][CH2:45]3)=[O:43])[N:40]=2)[N:37]=1, predict the reaction product. The product is: [C:1]1([C:7]#[C:8][C:9]([NH:27][C:28]2[CH:29]=[C:30]([CH:47]=[CH:48][CH:49]=2)[O:31][C:32]2[CH:33]=[CH:34][C:35]3[N:36]([CH:38]=[C:39]([NH:41][C:42]([CH:44]4[CH2:46][CH2:45]4)=[O:43])[N:40]=3)[N:37]=2)=[O:11])[CH:2]=[CH:3][CH:4]=[CH:5][CH:6]=1. (5) Given the reactants [F:1][C:2]([F:37])([O:6][C:7]1[CH:12]=[CH:11][C:10]([C:13]2[S:17][C:16]([S:18]([C:21]3([C:27]([NH:29][O:30]C4CCCCO4)=[O:28])[CH2:26][CH2:25][O:24][CH2:23][CH2:22]3)(=[O:20])=[O:19])=[CH:15][CH:14]=2)=[CH:9][CH:8]=1)[CH:3]([F:5])[F:4].CO.Cl, predict the reaction product. The product is: [OH:30][NH:29][C:27]([C:21]1([S:18]([C:16]2[S:17][C:13]([C:10]3[CH:9]=[CH:8][C:7]([O:6][C:2]([F:1])([F:37])[CH:3]([F:5])[F:4])=[CH:12][CH:11]=3)=[CH:14][CH:15]=2)(=[O:19])=[O:20])[CH2:22][CH2:23][O:24][CH2:25][CH2:26]1)=[O:28]. (6) Given the reactants Cl[CH2:2][CH2:3][CH2:4][CH2:5][O:6][C:7]1[CH:12]=[CH:11][CH:10]=[CH:9][CH:8]=1.CCN(C(C)C)C(C)C.[CH3:22][C:23]1[S:24][C:25]2[CH:31]=[CH:30][C:29]([O:32][CH2:33][CH:34]([OH:42])[CH2:35][N:36]3[CH2:41][CH2:40][NH:39][CH2:38][CH2:37]3)=[CH:28][C:26]=2[N:27]=1, predict the reaction product. The product is: [CH3:22][C:23]1[S:24][C:25]2[CH:31]=[CH:30][C:29]([O:32][CH2:33][C@H:34]([OH:42])[CH2:35][N:36]3[CH2:37][CH2:38][N:39]([CH2:2][CH2:3][CH2:4][CH2:5][O:6][C:7]4[CH:12]=[CH:11][CH:10]=[CH:9][CH:8]=4)[CH2:40][CH2:41]3)=[CH:28][C:26]=2[N:27]=1. (7) Given the reactants C(OC([NH:11][C@H:12]1[CH2:16][CH2:15][N:14]([C@H:17]2[CH2:22][CH2:21][C@@H:20]([NH:23][C:24]([CH3:27])([CH3:26])[CH3:25])[CH2:19][C@H:18]2[C:28]([O:30][CH3:31])=[O:29])[C:13]1=[O:32])=O)C1C=CC=CC=1, predict the reaction product. The product is: [NH2:11][C@H:12]1[CH2:16][CH2:15][N:14]([C@H:17]2[CH2:22][CH2:21][C@@H:20]([NH:23][C:24]([CH3:27])([CH3:26])[CH3:25])[CH2:19][C@H:18]2[C:28]([O:30][CH3:31])=[O:29])[C:13]1=[O:32]. (8) Given the reactants [CH2:1]([S:8]([NH:11][C:12]([CH:14]1[CH2:19][CH2:18][N:17]([C:20]2[C:30]([C:31]#[N:32])=[CH:29][C:23]([C:24]([O:26][CH2:27][CH3:28])=[O:25])=[C:22]([CH2:33]Cl)[N:21]=2)[CH2:16][CH2:15]1)=[O:13])(=[O:10])=[O:9])[C:2]1[CH:7]=[CH:6][CH:5]=[CH:4][CH:3]=1.C([O-])([O-])=O.[Cs+].[Cs+].[I-].[Na+].[CH3:43][CH2:44][OH:45], predict the reaction product. The product is: [CH2:1]([S:8]([NH:11][C:12]([CH:14]1[CH2:19][CH2:18][N:17]([C:20]2[C:30]([C:31]#[N:32])=[CH:29][C:23]([C:24]([O:26][CH2:27][CH3:28])=[O:25])=[C:22]([CH2:33][O:45][CH2:44][CH3:43])[N:21]=2)[CH2:16][CH2:15]1)=[O:13])(=[O:10])=[O:9])[C:2]1[CH:7]=[CH:6][CH:5]=[CH:4][CH:3]=1.